Dataset: Peptide-MHC class II binding affinity with 134,281 pairs from IEDB. Task: Regression. Given a peptide amino acid sequence and an MHC pseudo amino acid sequence, predict their binding affinity value. This is MHC class II binding data. The peptide sequence is LVAGPAGSYAADLGY. The MHC is DRB1_1501 with pseudo-sequence DRB1_1501. The binding affinity (normalized) is 0.268.